From a dataset of NCI-60 drug combinations with 297,098 pairs across 59 cell lines. Regression. Given two drug SMILES strings and cell line genomic features, predict the synergy score measuring deviation from expected non-interaction effect. (1) Cell line: NCI-H522. Drug 1: C1=NC2=C(N1)C(=S)N=C(N2)N. Drug 2: COC1=C2C(=CC3=C1OC=C3)C=CC(=O)O2. Synergy scores: CSS=20.7, Synergy_ZIP=-6.90, Synergy_Bliss=-0.317, Synergy_Loewe=-14.2, Synergy_HSA=0.0662. (2) Cell line: IGROV1. Drug 2: CN(C)N=NC1=C(NC=N1)C(=O)N. Drug 1: CC1OCC2C(O1)C(C(C(O2)OC3C4COC(=O)C4C(C5=CC6=C(C=C35)OCO6)C7=CC(=C(C(=C7)OC)O)OC)O)O. Synergy scores: CSS=39.3, Synergy_ZIP=6.51, Synergy_Bliss=9.42, Synergy_Loewe=6.37, Synergy_HSA=13.4.